This data is from Reaction yield outcomes from USPTO patents with 853,638 reactions. The task is: Predict the reaction yield, written as a fraction of the theoretical maximum amount of product (1.0 means a 100% yield; for example, 0.34 means a 34% yield). (1) The reactants are N(C(OCC)=O)=NC(OCC)=O.[C:13]([O:17][C:18]([N:20]1[CH2:25][CH2:24][N:23]([C:26]([O:28][CH3:29])=[O:27])[CH2:22][CH:21]1[CH2:30][CH2:31][OH:32])=[O:19])([CH3:16])([CH3:15])[CH3:14].[C:33]1(O)[CH:38]=[CH:37][CH:36]=[CH:35][CH:34]=1.C1(P(C2C=CC=CC=2)C2C=CC=CC=2)C=CC=CC=1. The catalyst is ClCCl. The product is [C:13]([O:17][C:18]([N:20]1[CH2:25][CH2:24][N:23]([C:26]([O:28][CH3:29])=[O:27])[CH2:22][CH:21]1[CH2:30][CH2:31][O:32][C:33]1[CH:38]=[CH:37][CH:36]=[CH:35][CH:34]=1)=[O:19])([CH3:16])([CH3:15])[CH3:14]. The yield is 0.840. (2) The reactants are Br[CH2:2][C:3]([CH3:5])=[CH2:4].CN(C=O)C.[Cl:11][C:12]1[C:13]([CH3:19])=[C:14]([OH:18])[CH:15]=[CH:16][CH:17]=1.C(=O)([O-])[O-].[K+].[K+]. The catalyst is O.C(OCC)(=O)C. The product is [Cl:11][C:12]1[CH:17]=[CH:16][CH:15]=[C:14]([O:18][CH2:4][C:3]([CH3:5])=[CH2:2])[C:13]=1[CH3:19]. The yield is 0.990. (3) The product is [Cl:1][C:2]1[CH:3]=[C:4]([CH:8]=[C:9]([Cl:12])[C:10]=1[F:11])[C:5]([OH:27])=[O:6]. No catalyst specified. The yield is 0.490. The reactants are [Cl:1][C:2]1[CH:3]=[C:4]([CH:8]=[C:9]([Cl:12])[C:10]=1[F:11])[C:5](Cl)=[O:6].ClC1C=C(C(F)(F)F)C=C(Cl)C=1F.S(=O)(=O)(O)[OH:27].ClS(O)(=O)=O. (4) The reactants are [CH3:1][C:2]1[O:6][N:5]=[C:4]([C:7]2[CH:12]=[CH:11][CH:10]=[CH:9][CH:8]=2)[C:3]=1[CH2:13][O:14][C:15]1[CH:23]=[CH:22][C:18]([C:19]([OH:21])=O)=[CH:17][N:16]=1.[CH2:24]([CH:26]([CH2:29][CH3:30])[CH2:27][NH2:28])[CH3:25]. No catalyst specified. The product is [CH2:24]([CH:26]([CH2:29][CH3:30])[CH2:27][NH:28][C:19](=[O:21])[C:18]1[CH:22]=[CH:23][C:15]([O:14][CH2:13][C:3]2[C:4]([C:7]3[CH:8]=[CH:9][CH:10]=[CH:11][CH:12]=3)=[N:5][O:6][C:2]=2[CH3:1])=[N:16][CH:17]=1)[CH3:25]. The yield is 0.950. (5) The yield is 0.510. The product is [C:1]1([C:7]2[C:16]([N:17]3[CH2:22][CH2:21][CH:20]([C:23]4[CH:24]=[CH:25][C:26]([C:29]([F:32])([F:30])[F:31])=[CH:27][CH:28]=4)[CH2:19][CH2:18]3)=[N:15][C:14]3[C:9](=[CH:10][CH:11]=[C:12]([C:33]([OH:35])=[O:34])[CH:13]=3)[N:8]=2)[CH:6]=[CH:5][CH:4]=[CH:3][CH:2]=1. The reactants are [C:1]1([C:7]2[C:16]([N:17]3[CH2:22][CH2:21][CH:20]([C:23]4[CH:28]=[CH:27][C:26]([C:29]([F:32])([F:31])[F:30])=[CH:25][CH:24]=4)[CH2:19][CH2:18]3)=[N:15][C:14]3[C:9](=[CH:10][CH:11]=[C:12]([C:33]([O:35]C)=[O:34])[CH:13]=3)[N:8]=2)[CH:6]=[CH:5][CH:4]=[CH:3][CH:2]=1.[OH-].[Na+]. The catalyst is CO. (6) The reactants are Cl[C:2]1[N:7]=[CH:6][C:5]([C:8]([O:10][CH3:11])=[O:9])=[C:4]([C:12]2[CH:13]=[N:14][C:15]([C:18]([F:21])([F:20])[F:19])=[CH:16][CH:17]=2)[CH:3]=1.[CH3:22][N:23](C)C=O. The catalyst is O.[C-]#N.[C-]#N.[Zn+2].C1C=CC(/C=C/C(/C=C/C2C=CC=CC=2)=O)=CC=1.C1C=CC(/C=C/C(/C=C/C2C=CC=CC=2)=O)=CC=1.C1C=CC(/C=C/C(/C=C/C2C=CC=CC=2)=O)=CC=1.[Pd].[Pd].C1C=CC(P(C2C=CC=CC=2)[C-]2C=CC=C2)=CC=1.C1C=CC(P(C2C=CC=CC=2)[C-]2C=CC=C2)=CC=1.[Fe+2]. The product is [C:22]([C:2]1[N:7]=[CH:6][C:5]([C:8]([O:10][CH3:11])=[O:9])=[C:4]([C:12]2[CH:13]=[N:14][C:15]([C:18]([F:21])([F:20])[F:19])=[CH:16][CH:17]=2)[CH:3]=1)#[N:23]. The yield is 0.770.